This data is from Catalyst prediction with 721,799 reactions and 888 catalyst types from USPTO. The task is: Predict which catalyst facilitates the given reaction. (1) Reactant: [C:1]([O:5][C:6]([N:8]1[CH2:13][CH2:12][N:11]([C:14]2[N:22]([C:23]3[CH:28]=[CH:27][CH:26]=[CH:25][C:24]=3[CH:29]=O)[C:21]3[C:20](=[O:31])[N:19]([CH3:32])[C:18](=[O:33])[N:17]([CH3:34])[C:16]=3[N:15]=2)[CH2:10][CH2:9]1)=[O:7])([CH3:4])([CH3:3])[CH3:2].Cl.[NH2:36][OH:37].C([O-])(=O)C.[K+]. Product: [C:1]([O:5][C:6]([N:8]1[CH2:9][CH2:10][N:11]([C:14]2[N:22]([C:23]3[CH:28]=[CH:27][CH:26]=[CH:25][C:24]=3[CH:29]=[N:36][OH:37])[C:21]3[C:20](=[O:31])[N:19]([CH3:32])[C:18](=[O:33])[N:17]([CH3:34])[C:16]=3[N:15]=2)[CH2:12][CH2:13]1)=[O:7])([CH3:3])([CH3:2])[CH3:4]. The catalyst class is: 815. (2) Reactant: [S:1]1[CH:5]=[CH:4][N:3]=[C:2]1[C:6]([OH:8])=O.[Cl:9][C:10]1[CH:16]=[CH:15][C:14]([N+:17]([O-:19])=[O:18])=[CH:13][C:11]=1[NH2:12].CN(C(ON1N=NC2C=CC=NC1=2)=[N+](C)C)C.F[P-](F)(F)(F)(F)F.CCN(C(C)C)C(C)C. Product: [Cl:9][C:10]1[CH:16]=[CH:15][C:14]([N+:17]([O-:19])=[O:18])=[CH:13][C:11]=1[NH:12][C:6]([C:2]1[S:1][CH:5]=[CH:4][N:3]=1)=[O:8]. The catalyst class is: 31.